Dataset: Forward reaction prediction with 1.9M reactions from USPTO patents (1976-2016). Task: Predict the product of the given reaction. (1) The product is: [Cl:1][C:2]1[CH:7]=[C:6]([NH:8][C:9]2[CH:10]=[CH:11][C:12]([F:15])=[CH:13][CH:14]=2)[CH:5]=[CH:4][C:3]=1[C:17]([C:19]1[CH:24]=[C:23]([C:25]2[N:26]=[N:27][N:28]([CH2:30][CH2:31][OH:32])[CH:29]=2)[CH:22]=[CH:21][C:20]=1[CH3:33])=[O:18]. Given the reactants [Cl:1][C:2]1[CH:7]=[C:6]([NH:8][C:9]2[CH:14]=[CH:13][C:12]([F:15])=[CH:11][C:10]=2F)[CH:5]=[CH:4][C:3]=1[C:17]([C:19]1[CH:24]=[C:23]([C:25]2[N:26]=[N:27][N:28]([CH2:30][CH2:31][OH:32])[CH:29]=2)[CH:22]=[CH:21][C:20]=1[CH3:33])=[O:18].ClC1C=C(NC2C=CC(F)=CC=2)C=CC=1C(C1C=C(C2N=NN(CCOC3CCCCO3)C=2)C=CC=1C)=O, predict the reaction product. (2) Given the reactants [F:1][C:2]([F:34])([F:33])[C:3]1[CH:4]=[C:5]([C:13]([O:15][C@H:16]2[CH2:25][CH2:24][C:23]3[N:22]=[CH:21][CH:20]=[CH:19][C:18]=3[C@@H:17]2[C:26]2[CH:31]=[CH:30][C:29]([F:32])=[CH:28][CH:27]=2)=[CH2:14])[CH:6]=[C:7]([C:9]([F:12])([F:11])[F:10])[CH:8]=1.[OH-:35].[Na+].OO, predict the reaction product. The product is: [F:34][C:2]([F:1])([F:33])[C:3]1[CH:4]=[C:5]([C@H:13]([O:15][C@H:16]2[CH2:25][CH2:24][C:23]3[N:22]=[CH:21][CH:20]=[CH:19][C:18]=3[C@@H:17]2[C:26]2[CH:27]=[CH:28][C:29]([F:32])=[CH:30][CH:31]=2)[CH2:14][OH:35])[CH:6]=[C:7]([C:9]([F:12])([F:10])[F:11])[CH:8]=1. (3) Given the reactants CC1C=CC(S(O[CH2:12][CH:13]2[O:18][C:17]3[CH:19]=[C:20]([N+:23]([O-:25])=[O:24])[CH:21]=[CH:22][C:16]=3[O:15][CH2:14]2)(=O)=O)=CC=1.[CH2:26]([NH2:33])[C:27]1[CH:32]=[CH:31][CH:30]=[CH:29][CH:28]=1, predict the reaction product. The product is: [CH2:26]([NH:33][CH2:12][CH:13]1[O:18][C:17]2[CH:19]=[C:20]([N+:23]([O-:25])=[O:24])[CH:21]=[CH:22][C:16]=2[O:15][CH2:14]1)[C:27]1[CH:32]=[CH:31][CH:30]=[CH:29][CH:28]=1. (4) Given the reactants Br[C:2]([CH3:25])([CH3:24])[C:3]([NH:5][C:6](=[O:23])[NH:7][C:8]1[S:9][C:10]2[CH2:16][CH2:15][O:14][C:13]3[CH:17]=[C:18]([Br:21])[CH:19]=[CH:20][C:12]=3[C:11]=2[N:22]=1)=[O:4].C(=O)([O-])[O-].[Cs+].[Cs+], predict the reaction product. The product is: [Br:21][C:18]1[CH:19]=[CH:20][C:12]2[C:11]3[N:22]=[C:8]([N:7]4[C:2]([CH3:25])([CH3:24])[C:3](=[O:4])[NH:5][C:6]4=[O:23])[S:9][C:10]=3[CH2:16][CH2:15][O:14][C:13]=2[CH:17]=1. (5) Given the reactants [CH3:1][C:2]1[CH:3]=[C:4]([C:7]([OH:9])=[O:8])[S:5][CH:6]=1.S(=O)(=O)(O)O.[CH3:15]O, predict the reaction product. The product is: [CH3:15][O:8][C:7]([C:4]1[S:5][CH:6]=[C:2]([CH3:1])[CH:3]=1)=[O:9].